This data is from Full USPTO retrosynthesis dataset with 1.9M reactions from patents (1976-2016). The task is: Predict the reactants needed to synthesize the given product. (1) Given the product [NH2:13][CH2:1][C@@H:2]([C@H:3]1[CH2:4][O:10][C:6]([CH3:5])([CH3:14])[O:8]1)[OH:11], predict the reactants needed to synthesize it. The reactants are: [CH2:1](O)[C@@H:2]([OH:11])[C@H:3]1[O:8][C:6](=O)[C:5](O)=[C:4]1[OH:10].[NH3:13].[CH3:14]O. (2) The reactants are: [C:1]([OH:6])(=O)[C:2]([CH3:4])=[O:3].O=S(Cl)Cl.[NH:11]1[CH2:15][CH2:14][CH2:13][CH2:12]1. Given the product [N:11]1([C:1](=[O:6])[C:2](=[O:3])[CH3:4])[CH2:15][CH2:14][CH2:13][CH2:12]1, predict the reactants needed to synthesize it. (3) Given the product [Cl:4][C:5]1[CH:6]=[C:7]([N:12]([CH2:27][C:28]2[CH:33]=[CH:32][C:31]([O:34][CH3:35])=[C:30]([O:36][CH3:37])[CH:29]=2)[C:13]2[C:22]3[C:17](=[CH:18][C:19]([O:3][CH3:2])=[C:20]([N+:23]([O-:25])=[O:24])[CH:21]=3)[N:16]=[CH:15][N:14]=2)[CH:8]=[CH:9][C:10]=1[F:11], predict the reactants needed to synthesize it. The reactants are: [Na].[CH3:2][OH:3].[Cl:4][C:5]1[CH:6]=[C:7]([N:12]([CH2:27][C:28]2[CH:33]=[CH:32][C:31]([O:34][CH3:35])=[C:30]([O:36][CH3:37])[CH:29]=2)[C:13]2[C:22]3[C:17](=[CH:18][C:19](F)=[C:20]([N+:23]([O-:25])=[O:24])[CH:21]=3)[N:16]=[CH:15][N:14]=2)[CH:8]=[CH:9][C:10]=1[F:11].